From a dataset of Catalyst prediction with 721,799 reactions and 888 catalyst types from USPTO. Predict which catalyst facilitates the given reaction. (1) Reactant: O.[NH2:2][C@@H:3]1[CH2:8][C:7]([C:9]([OH:11])=[O:10])=[CH:6][C@@H:5]([OH:12])[C@H:4]1[OH:13].[CH2:14](O)[CH3:15].S(Cl)([Cl:19])=O.S(OCC)(OCC)=O. Product: [ClH:19].[CH2:14]([O:10][C:9]([C:7]1[CH2:8][C@@H:3]([NH2:2])[C@H:4]([OH:13])[C@H:5]([OH:12])[CH:6]=1)=[O:11])[CH3:15]. The catalyst class is: 13. (2) Reactant: [Br:1][C:2]1[CH:3]=[C:4]([C:8]2([CH3:15])[NH:13][C:12](=[O:14])[CH2:11][O:10][CH2:9]2)[CH:5]=[CH:6][CH:7]=1.F[B-](F)(F)F.[CH3:21][O+](C)C. The catalyst class is: 4. Product: [Br:1][C:2]1[CH:3]=[C:4]([C:8]2([CH3:15])[N:13]=[C:12]([O:14][CH3:21])[CH2:11][O:10][CH2:9]2)[CH:5]=[CH:6][CH:7]=1. (3) Reactant: [N:1]1[CH:6]=[CH:5][CH:4]=[CH:3][C:2]=1[O:7][C:8]1[CH:9]=[C:10]([OH:14])[CH:11]=[CH:12][CH:13]=1.Br[C:16]1[CH:21]=[CH:20][CH:19]=[C:18]([Br:22])N=1.[CH3:23]N1C=CN=C1.C(=O)([O-])[O-].[K+].[K+]. Product: [Br:22][C:18]1[CH:23]=[C:16]([CH:21]=[CH:20][CH:19]=1)[O:14][C:10]1[CH:9]=[C:8]([CH:13]=[CH:12][CH:11]=1)[O:7][C:2]1[CH:3]=[CH:4][CH:5]=[CH:6][N:1]=1. The catalyst class is: 509. (4) Reactant: [N+:1]([C:4]1[CH:24]=[CH:23][C:7]([O:8][C:9]2[CH:14]=[CH:13][C:12]([C:15]3[CH:19]=[CH:18][N:17]([C:20]([NH2:22])=[O:21])[N:16]=3)=[CH:11][CH:10]=2)=[CH:6][CH:5]=1)([O-])=O.[H][H]. Product: [NH2:1][C:4]1[CH:24]=[CH:23][C:7]([O:8][C:9]2[CH:10]=[CH:11][C:12]([C:15]3[CH:19]=[CH:18][N:17]([C:20]([NH2:22])=[O:21])[N:16]=3)=[CH:13][CH:14]=2)=[CH:6][CH:5]=1. The catalyst class is: 29. (5) Reactant: [NH2:1][C@@H:2]([CH2:17][CH:18]1[CH2:23][CH2:22][O:21][CH2:20][CH2:19]1)[C@H:3]([OH:16])[CH2:4][N:5]([CH3:15])[C:6](=[O:14])[O:7][CH2:8][CH2:9][Si:10]([CH3:13])([CH3:12])[CH3:11].C1N=CN([C:29]([N:31]2[CH:35]=N[CH:33]=[CH:32]2)=[O:30])C=1.CCN(C(C)C)C(C)C.[Cl:45][C:46]1[CH:47]=[C:48]([C@@H:52]([C@@H:61]2[O:66]CCNC2)[O:53][CH2:54][CH2:55][NH:56][C:57](=[O:60])[O:58][CH3:59])[CH:49]=[CH:50][CH:51]=1. Product: [Cl:45][C:46]1[CH:47]=[C:48]([C@@H:52]([C@@H:61]2[O:66][CH2:33][CH2:32][N:31]([C:29](=[O:30])[NH:1][C@H:2]([C@H:3]([OH:16])[CH2:4][N:5]([CH3:15])[C:6]([O:7][CH2:8][CH2:9][Si:10]([CH3:12])([CH3:13])[CH3:11])=[O:14])[CH2:17][CH:18]3[CH2:19][CH2:20][O:21][CH2:22][CH2:23]3)[CH2:35]2)[O:53][CH2:54][CH2:55][NH:56][C:57](=[O:60])[O:58][CH3:59])[CH:49]=[CH:50][CH:51]=1. The catalyst class is: 2. (6) Reactant: [CH3:1][C:2]1[C:10]2[NH:9][C:8](=[O:11])[NH:7][C:6]=2[CH:5]=[C:4]([CH3:12])[CH:3]=1.[H-].[Na+].Br[CH2:16][C:17]([O:19][C:20]([CH3:23])([CH3:22])[CH3:21])=[O:18]. Product: [CH3:1][C:2]1[C:10]2[NH:9][C:8](=[O:11])[N:7]([CH2:16][C:17]([O:19][C:20]([CH3:23])([CH3:22])[CH3:21])=[O:18])[C:6]=2[CH:5]=[C:4]([CH3:12])[CH:3]=1. The catalyst class is: 18. (7) Reactant: [Br:1][C:2]1[CH:3]=[C:4]([CH2:8][C:9]([OH:11])=[O:10])[CH:5]=[N:6][CH:7]=1.[N+](=[CH2:14])=[N-]. Product: [CH3:14][O:10][C:9](=[O:11])[CH2:8][C:4]1[CH:5]=[N:6][CH:7]=[C:2]([Br:1])[CH:3]=1. The catalyst class is: 275.